From a dataset of Full USPTO retrosynthesis dataset with 1.9M reactions from patents (1976-2016). Predict the reactants needed to synthesize the given product. (1) The reactants are: [Cl:1][C:2]1[CH:7]=[CH:6][C:5]([N:8]2[C:12]([CH:13]([CH:23]3[CH2:28][CH2:27][CH2:26][CH2:25][CH2:24]3)[C:14](NC3CCCCC3)=[O:15])=[C:11]3[CH2:29][CH2:30][CH2:31][C:10]3=[N:9]2)=[CH:4][CH:3]=1.[C:32]([O-])([O-])=[O:33].[K+].[K+].ClC1C=CC([N:45]2[C:49]([CH:50]([CH:57]3[CH2:62][CH2:61]CCC3)[CH2:51][O:52]S(C)(=O)=O)=C3CCCC3=N2)=CC=1.C(O)(=O)CC(CC(O)=O)(C(O)=O)O. Given the product [CH3:32][O:33][C:51](=[O:52])[C:50]1[CH:57]=[CH:62][C:61]([O:15][CH2:14][CH:13]([C:12]2[N:8]([C:5]3[CH:6]=[CH:7][C:2]([Cl:1])=[CH:3][CH:4]=3)[N:9]=[C:10]3[CH2:31][CH2:30][CH2:29][C:11]=23)[CH:23]2[CH2:28][CH2:27][CH2:26][CH2:25][CH2:24]2)=[N:45][CH:49]=1, predict the reactants needed to synthesize it. (2) Given the product [CH3:1][C:2]1[CH:7]=[C:6]([CH3:8])[NH:5][C:4](=[O:9])[C:3]=1[CH2:10][NH:11][C:12]([C:14]1[C:15]([CH3:36])=[C:16]([C:19]2[CH:28]=[CH:27][CH:26]=[C:25]3[C:20]=2[CH2:21][CH2:22][NH:23][CH2:24]3)[S:17][CH:18]=1)=[O:13], predict the reactants needed to synthesize it. The reactants are: [CH3:1][C:2]1[CH:7]=[C:6]([CH3:8])[NH:5][C:4](=[O:9])[C:3]=1[CH2:10][NH:11][C:12]([C:14]1[C:15]([CH3:36])=[C:16]([C:19]2[CH:28]=[CH:27][CH:26]=[C:25]3[C:20]=2[CH2:21][CH2:22][N:23](C(OC(C)(C)C)=O)[CH2:24]3)[S:17][CH:18]=1)=[O:13].C(O)(C(F)(F)F)=O. (3) The reactants are: [Cl:1][C:2]1[CH:7]=[CH:6][C:5]([N:8]2[CH2:13][CH2:12][NH:11][CH2:10][CH2:9]2)=[CH:4][CH:3]=1.[C:14]([OH:17])(=O)[CH3:15].Cl[C:19]1[N:20]=C(NC2C=C(C=CC=2)C(O)=O)C2[S:27][CH2:26][CH2:25][C:23]=2[N:24]=1. Given the product [Cl:1][C:2]1[CH:3]=[CH:4][C:5]([N:8]2[CH2:13][CH2:12][N:11]([C:19]3[N:20]=[C:14]([OH:17])[C:15]4[S:27][CH2:26][CH2:25][C:23]=4[N:24]=3)[CH2:10][CH2:9]2)=[CH:6][CH:7]=1, predict the reactants needed to synthesize it. (4) Given the product [Cl:1][C:2]1[N:10]=[C:9]2[C:5]([N:6]=[CH:7][N:8]2[CH2:21][CH2:20][O:19][CH3:18])=[C:4]([Cl:11])[N:3]=1, predict the reactants needed to synthesize it. The reactants are: [Cl:1][C:2]1[N:10]=[C:9]2[C:5]([NH:6][CH:7]=[N:8]2)=[C:4]([Cl:11])[N:3]=1.C(=O)([O-])[O-].[K+].[K+].[CH3:18][O:19][CH:20](Br)[CH3:21]. (5) Given the product [Cl:30][C:28]1[CH:29]=[C:24]([CH:25]=[C:26]([Cl:31])[CH:27]=1)[O:23][CH:19]([O:18][CH2:16][CH3:17])[C:20]([NH:1][C:2]([CH3:15])([CH3:14])[C:3]#[C:4][CH2:5][O:6][Si:7]([C:10]([CH3:13])([CH3:12])[CH3:11])([CH3:8])[CH3:9])=[O:21], predict the reactants needed to synthesize it. The reactants are: [NH2:1][C:2]([CH3:15])([CH3:14])[C:3]#[C:4][CH2:5][O:6][Si:7]([C:10]([CH3:13])([CH3:12])[CH3:11])([CH3:9])[CH3:8].[CH2:16]([O:18][CH:19]([O:23][C:24]1[CH:29]=[C:28]([Cl:30])[CH:27]=[C:26]([Cl:31])[CH:25]=1)[C:20](O)=[O:21])[CH3:17].ON1C2C=CC=CC=2N=N1.Cl.CN(C)CCCN=C=NCC. (6) Given the product [CH3:3][N:4]1[C:8]([CH2:9][CH:10]([C:12]2[S:13][CH:14]=[CH:15][N:16]=2)[OH:11])=[CH:7][N:6]=[CH:5]1, predict the reactants needed to synthesize it. The reactants are: [BH4-].[Na+].[CH3:3][N:4]1[C:8]([CH2:9][C:10]([C:12]2[S:13][CH:14]=[CH:15][N:16]=2)=[O:11])=[CH:7][N:6]=[CH:5]1. (7) Given the product [F:21][C:20]1[C:2]([C:28]2[CH:27]=[CH:26][C:25]([O:24][C:23]([F:22])([F:34])[F:35])=[CH:30][CH:29]=2)=[CH:3][C:4]([CH2:5][N:6]([CH:15]([CH3:17])[CH3:16])[C:7]([C:9]2[N:10]=[CH:11][N:12]([CH3:14])[CH:13]=2)=[O:8])=[CH:18][CH:19]=1, predict the reactants needed to synthesize it. The reactants are: Br[C:2]1[CH:3]=[C:4]([CH:18]=[CH:19][C:20]=1[F:21])[CH2:5][N:6]([CH:15]([CH3:17])[CH3:16])[C:7]([C:9]1[N:10]=[CH:11][N:12]([CH3:14])[CH:13]=1)=[O:8].[F:22][C:23]([F:35])([F:34])[O:24][C:25]1[CH:30]=[CH:29][C:28](B(O)O)=[CH:27][CH:26]=1.C(=O)([O-])[O-].[K+].[K+].CN(C)C=O.